From a dataset of Full USPTO retrosynthesis dataset with 1.9M reactions from patents (1976-2016). Predict the reactants needed to synthesize the given product. Given the product [NH2:1][CH:2]1[CH2:7][CH2:6][CH:5]([NH:8][C:9]2[N:17]=[C:16]3[C:12]([N:13]=[CH:14][N:15]3[CH:18]3[CH2:22][CH2:21][CH2:20][CH2:19]3)=[C:11]([NH:23][CH2:24][C:25]3[CH:26]=[N:27][C:28]([C:34]4[CH:35]=[CH:36][S:32][CH:33]=4)=[CH:29][CH:30]=3)[N:10]=2)[CH2:4][CH2:3]1, predict the reactants needed to synthesize it. The reactants are: [NH2:1][CH:2]1[CH2:7][CH2:6][CH:5]([NH:8][C:9]2[N:17]=[C:16]3[C:12]([N:13]=[CH:14][N:15]3[CH:18]3[CH2:22][CH2:21][CH2:20][CH2:19]3)=[C:11]([NH:23][CH2:24][C:25]3[CH:26]=[N:27][C:28](Br)=[CH:29][CH:30]=3)[N:10]=2)[CH2:4][CH2:3]1.[S:32]1[CH:36]=[CH:35][C:34](B(O)O)=[CH:33]1.C1(P(C2C=CC=CC=2)C2C=CC=CC=2)C=CC=CC=1.C(=O)([O-])[O-].[Na+].[Na+].